Dataset: Forward reaction prediction with 1.9M reactions from USPTO patents (1976-2016). Task: Predict the product of the given reaction. (1) Given the reactants [F:1][C:2]([F:6])([F:5])[CH2:3][OH:4].[H-].[Na+].[NH2:9][C:10]1[N:15]=[C:14](Cl)[CH:13]=[C:12]([C:17]([F:20])([F:19])[F:18])[N:11]=1, predict the reaction product. The product is: [NH2:9][C:10]1[N:15]=[C:14]([O:4][CH2:3][C:2]([F:6])([F:5])[F:1])[CH:13]=[C:12]([C:17]([F:20])([F:18])[F:19])[N:11]=1. (2) Given the reactants [Cl:1][C:2]1[N:7]=[CH:6][C:5]([CH2:8]O)=[CH:4][CH:3]=1.O=S(Cl)Cl.[C-:14]#[N:15].[K+].C([O-])([O-])=O.[K+].[K+], predict the reaction product. The product is: [Cl:1][C:2]1[N:7]=[CH:6][C:5]([CH2:8][C:14]#[N:15])=[CH:4][CH:3]=1. (3) Given the reactants O.[OH-].[Li+:3].[F:4][C:5]1[CH:10]=[C:9]([C:11]2[CH:16]=[CH:15][N:14]=[CH:13][CH:12]=2)[CH:8]=[CH:7][C:6]=1[N:17]1[CH2:22][CH2:21][CH2:20][C@H:19]([C:23]([O:25]CC)=[O:24])[CH2:18]1.CO.O1CCCC1.[ClH:35], predict the reaction product. The product is: [F:4][C:5]1[CH:10]=[C:9]([C:11]2[CH:16]=[CH:15][N:14]=[CH:13][CH:12]=2)[CH:8]=[CH:7][C:6]=1[N:17]1[CH2:22][CH2:21][CH2:20][C@H:19]([C:23]([OH:25])=[O:24])[CH2:18]1.[Li+:3].[Cl-:35]. (4) Given the reactants [CH3:1][C:2]1[CH:3]=[C:4]([C:15]([OH:17])=O)[C:5](=[O:14])[N:6]([C:8]2[CH:13]=[CH:12][CH:11]=[CH:10][CH:9]=2)[N:7]=1.[C:18](Cl)(=[O:22])[C:19](Cl)=O.C(N(CC)CC)C.[C:31]1(=O)[CH2:36][CH2:35]CC[C:32]1=[O:37], predict the reaction product. The product is: [CH3:1][C:2]1[CH:3]=[C:4]([C:15]([CH:19]2[C:18](=[O:22])[CH2:35][CH2:36][CH2:31][C:32]2=[O:37])=[O:17])[C:5](=[O:14])[N:6]([C:8]2[CH:9]=[CH:10][CH:11]=[CH:12][CH:13]=2)[N:7]=1. (5) Given the reactants [CH3:1][N:2]([CH3:23])[CH:3]1[CH2:8][CH2:7][CH2:6][N:5]([C:9]([C:11]2[CH:12]=[C:13]3[C:17](=[CH:18][CH:19]=2)[NH:16][C:15]([C:20](O)=[O:21])=[CH:14]3)=[O:10])[CH2:4]1.[NH:24]1[CH2:29][CH2:28][O:27][CH2:26][CH2:25]1.Cl.C(N=C=NCCCN(C)C)C, predict the reaction product. The product is: [CH3:1][N:2]([CH3:23])[CH:3]1[CH2:8][CH2:7][CH2:6][N:5]([C:9]([C:11]2[CH:12]=[C:13]3[C:17](=[CH:18][CH:19]=2)[NH:16][C:15]([C:20]([N:24]2[CH2:29][CH2:28][O:27][CH2:26][CH2:25]2)=[O:21])=[CH:14]3)=[O:10])[CH2:4]1. (6) Given the reactants [F:1][C:2]([F:7])([F:6])[C:3]([OH:5])=[O:4].C([O:12][C:13](=[O:39])/[CH:14]=[CH:15]/[C:16]1[CH:21]=[CH:20][C:19](/[CH:22]=[CH:23]/[C:24]([C:26]2[CH:31]=[CH:30][C:29]([CH:32]3[CH2:37][CH2:36][N:35]([CH3:38])[CH2:34][CH2:33]3)=[CH:28][CH:27]=2)=[O:25])=[CH:18][CH:17]=1)(C)(C)C, predict the reaction product. The product is: [F:1][C:2]([F:7])([F:6])[C:3]([OH:5])=[O:4].[CH3:38][N:35]1[CH2:34][CH2:33][CH:32]([C:29]2[CH:28]=[CH:27][C:26]([C:24](=[O:25])/[CH:23]=[CH:22]/[C:19]3[CH:18]=[CH:17][C:16](/[CH:15]=[CH:14]/[C:13]([OH:39])=[O:12])=[CH:21][CH:20]=3)=[CH:31][CH:30]=2)[CH2:37][CH2:36]1. (7) Given the reactants C(O)(C(F)(F)F)=O.C(OC([NH:15][C@@H:16]([C:22]([N:24]1[CH2:47][CH2:46][CH2:45][C@H:25]1[C:26]([NH:28][CH2:29][C:30]1[CH:35]=[C:34]([C:36]([F:39])([F:38])[F:37])[CH:33]=[CH:32][C:31]=1[N:40]1[CH:44]=[N:43][N:42]=[N:41]1)=[O:27])=[O:23])[CH2:17][C:18]([CH3:21])([CH3:20])[CH3:19])=O)(C)(C)C, predict the reaction product. The product is: [CH3:19][C:18]([CH3:21])([CH3:20])[CH2:17][C@H:16]([C:22]([N:24]1[CH2:47][CH2:46][CH2:45][C@H:25]1[C:26]([NH:28][CH2:29][C:30]1[CH:35]=[C:34]([C:36]([F:37])([F:38])[F:39])[CH:33]=[CH:32][C:31]=1[N:40]1[CH:44]=[N:43][N:42]=[N:41]1)=[O:27])=[O:23])[NH2:15].